Dataset: Forward reaction prediction with 1.9M reactions from USPTO patents (1976-2016). Task: Predict the product of the given reaction. (1) Given the reactants [C:1]([O:10]C)(=O)[C:2]1[C:3](=[CH:5][CH:6]=[CH:7][CH:8]=1)[SH:4].[C:12]([C:14]1[CH:19]=[CH:18][CH:17]=[C:16]([S:20][CH2:21][CH2:22][CH:23]([CH3:25])[CH3:24])[N:15]=1)#[N:13].C(N(CC)CC)C, predict the reaction product. The product is: [CH2:21]([S:20][C:16]1[N:15]=[C:14]([C:12]2[S:4][C:3]3[CH:5]=[CH:6][CH:7]=[CH:8][C:2]=3[C:1](=[O:10])[N:13]=2)[CH:19]=[CH:18][CH:17]=1)[CH2:22][CH:23]([CH3:25])[CH3:24]. (2) The product is: [CH:1]1([O:6][C:7]2[CH:8]=[C:9]([NH:15][C:23](=[O:30])[C:24]3[CH:29]=[CH:28][CH:27]=[N:26][CH:25]=3)[CH:10]=[CH:11][C:12]=2[O:13][CH3:14])[CH2:2][CH2:3][CH2:4][CH2:5]1. Given the reactants [CH:1]1([O:6][C:7]2[CH:8]=[C:9]([NH2:15])[CH:10]=[CH:11][C:12]=2[O:13][CH3:14])[CH2:5][CH2:4][CH2:3][CH2:2]1.C(N(CC)CC)C.[C:23](Cl)(=[O:30])[C:24]1[CH:29]=[CH:28][CH:27]=[N:26][CH:25]=1.[OH-].[Na+], predict the reaction product. (3) Given the reactants [CH2:1]([N:8]1[CH:12]=[CH:11][CH:10]=[C:9]1[C:13](OC)=[O:14])[C:2]1[CH:7]=[CH:6][CH:5]=[CH:4][CH:3]=1.[H-].C([Al+]CC(C)C)C(C)C.CCCCCCC, predict the reaction product. The product is: [CH2:1]([N:8]1[CH:12]=[CH:11][CH:10]=[C:9]1[CH2:13][OH:14])[C:2]1[CH:3]=[CH:4][CH:5]=[CH:6][CH:7]=1. (4) Given the reactants [F-].C([N+](CCCC)(CCCC)CCCC)CCC.C[Si]([C:23]#[C:24][C:25]1[CH:26]=[CH:27][C:28]2[N:29]([CH:31]=[C:32]([C:34]([O:36][CH2:37][CH3:38])=[O:35])[N:33]=2)[CH:30]=1)(C)C.O, predict the reaction product. The product is: [C:24]([C:25]1[CH:26]=[CH:27][C:28]2[N:29]([CH:31]=[C:32]([C:34]([O:36][CH2:37][CH3:38])=[O:35])[N:33]=2)[CH:30]=1)#[CH:23].